Dataset: Full USPTO retrosynthesis dataset with 1.9M reactions from patents (1976-2016). Task: Predict the reactants needed to synthesize the given product. (1) Given the product [CH3:1][O:2][C:3]1[CH:4]=[C:5]2[C:10](=[CH:11][C:12]=1[O:13][CH3:14])[N:9]=[CH:8][CH:7]=[C:6]2[O:15][C:16]1[CH:22]=[CH:21][C:19]([NH:20][C:35]([NH:43][C:44]2[S:45][C:46]([S:49][CH2:50][CH3:51])=[N:47][N:48]=2)=[O:41])=[C:18]([F:23])[CH:17]=1, predict the reactants needed to synthesize it. The reactants are: [CH3:1][O:2][C:3]1[CH:4]=[C:5]2[C:10](=[CH:11][C:12]=1[O:13][CH3:14])[N:9]=[CH:8][CH:7]=[C:6]2[O:15][C:16]1[CH:22]=[CH:21][C:19]([NH2:20])=[C:18]([F:23])[CH:17]=1.C(N(CC)CC)C.ClC(Cl)(O[C:35](=[O:41])OC(Cl)(Cl)Cl)Cl.[NH2:43][C:44]1[S:45][C:46]([S:49][CH2:50][CH3:51])=[N:47][N:48]=1. (2) Given the product [C:25]([N:15]([CH2:16][C:17]1[CH:22]=[CH:21][C:20]([O:23][CH3:24])=[CH:19][CH:18]=1)[C:14]1[C:13]2[C:8](=[CH:9][CH:10]=[C:11]([C:28]3[CH:29]=[CH:30][C:31]([O:34][CH:35]([CH3:37])[CH3:36])=[CH:32][CH:33]=3)[CH:12]=2)[N:7]([CH2:38][C:39]2[CH:44]=[CH:43][CH:42]=[C:41]([Cl:45])[CH:40]=2)[C:6]=1[C:4]([OH:5])=[O:3])(=[O:27])[CH3:26], predict the reactants needed to synthesize it. The reactants are: C([O:3][C:4]([C:6]1[N:7]([CH2:38][C:39]2[CH:44]=[CH:43][CH:42]=[C:41]([Cl:45])[CH:40]=2)[C:8]2[C:13]([C:14]=1[N:15]([C:25](=[O:27])[CH3:26])[CH2:16][C:17]1[CH:22]=[CH:21][C:20]([O:23][CH3:24])=[CH:19][CH:18]=1)=[CH:12][C:11]([C:28]1[CH:33]=[CH:32][C:31]([O:34][CH:35]([CH3:37])[CH3:36])=[CH:30][CH:29]=1)=[CH:10][CH:9]=2)=[O:5])C.[OH-].[Na+]. (3) Given the product [CH3:1][O:2][C:3]1[CH:4]=[C:5]2[C:10](=[CH:11][C:12]=1[O:13][CH3:14])[N:9]=[CH:8][CH:7]=[C:6]2[O:15][C:16]1[CH:22]=[CH:21][C:19]([NH:20][C:30]([NH:39][CH2:38][CH2:37][N:36]([CH2:40][CH3:41])[CH2:34][CH3:35])=[S:31])=[CH:18][CH:17]=1, predict the reactants needed to synthesize it. The reactants are: [CH3:1][O:2][C:3]1[CH:4]=[C:5]2[C:10](=[CH:11][C:12]=1[O:13][CH3:14])[N:9]=[CH:8][CH:7]=[C:6]2[O:15][C:16]1[CH:22]=[CH:21][C:19]([NH2:20])=[CH:18][CH:17]=1.C(N(CC)CC)C.[C:30](Cl)(Cl)=[S:31].[CH2:34]([N:36]([CH2:40][CH3:41])[CH2:37][CH2:38][NH2:39])[CH3:35]. (4) Given the product [Cl:3][C:4]1[CH:5]=[C:6]([CH:11]2[O:17][CH2:16][CH2:15][N:14]([C:18]([O:20][C:21]([CH3:22])([CH3:23])[CH3:24])=[O:19])[CH2:13][CH:12]2[CH2:25][O:26][CH3:27])[CH:7]=[CH:8][C:9]=1[Cl:10], predict the reactants needed to synthesize it. The reactants are: [H-].[Na+].[Cl:3][C:4]1[CH:5]=[C:6]([CH:11]2[O:17][CH2:16][CH2:15][N:14]([C:18]([O:20][C:21]([CH3:24])([CH3:23])[CH3:22])=[O:19])[CH2:13][CH:12]2[CH2:25][OH:26])[CH:7]=[CH:8][C:9]=1[Cl:10].[CH3:27]I. (5) Given the product [NH4+:4].[OH-:6].[C:29]([C:28]1[CH:27]=[CH:26][C:25]([NH:24][CH2:23][CH2:22][CH2:21][N:14]2[CH2:15][CH:16]3[O:20][CH:12]([CH2:19][N:18]([CH2:2][CH2:3][NH:4][C:5](=[O:11])[O:6][C:7]([CH3:10])([CH3:9])[CH3:8])[CH2:17]3)[CH2:13]2)=[CH:32][CH:31]=1)#[N:30], predict the reactants needed to synthesize it. The reactants are: Br[CH2:2][CH2:3][NH:4][C:5](=[O:11])[O:6][C:7]([CH3:10])([CH3:9])[CH3:8].[CH:12]12[O:20][CH:16]([CH2:17][NH:18][CH2:19]1)[CH2:15][N:14]([CH2:21][CH2:22][CH2:23][NH:24][C:25]1[CH:32]=[CH:31][C:28]([C:29]#[N:30])=[CH:27][CH:26]=1)[CH2:13]2.C(N(CC)CC)C. (6) Given the product [F:1][C:2]1[CH:7]=[CH:6][C:5]([S:8]([C:9]2[CH:10]=[CH:11][C:12]([N:15]3[CH:19]=[C:18]([NH:20][C:21]([NH2:23])=[O:22])[C:17]([C:24](=[O:26])[NH2:25])=[N:16]3)=[CH:13][CH:14]=2)=[O:27])=[CH:4][CH:3]=1, predict the reactants needed to synthesize it. The reactants are: [F:1][C:2]1[CH:7]=[CH:6][C:5]([S:8][C:9]2[CH:14]=[CH:13][C:12]([N:15]3[CH:19]=[C:18]([NH:20][C:21]([NH2:23])=[O:22])[C:17]([C:24](=[O:26])[NH2:25])=[N:16]3)=[CH:11][CH:10]=2)=[CH:4][CH:3]=1.[OH:27]O.